Dataset: CYP3A4 inhibition data for predicting drug metabolism from PubChem BioAssay. Task: Regression/Classification. Given a drug SMILES string, predict its absorption, distribution, metabolism, or excretion properties. Task type varies by dataset: regression for continuous measurements (e.g., permeability, clearance, half-life) or binary classification for categorical outcomes (e.g., BBB penetration, CYP inhibition). Dataset: cyp3a4_veith. The molecule is O=C(O)C[C@H](Sc1ccccc1)c1ccccc1. The result is 0 (non-inhibitor).